Task: Predict the product of the given reaction.. Dataset: Forward reaction prediction with 1.9M reactions from USPTO patents (1976-2016) Given the reactants [CH2:1]([N:8]1[CH2:12][CH2:11][CH:10]([NH:13][C:14]2[CH:19]=[CH:18][C:17]([N:20]([CH3:30])[S:21]([C:24]3[CH:29]=[CH:28][CH:27]=[CH:26][CH:25]=3)(=[O:23])=[O:22])=[CH:16][C:15]=2[N+:31]([O-])=O)[CH2:9]1)[C:2]1[CH:7]=[CH:6][CH:5]=[CH:4][CH:3]=1, predict the reaction product. The product is: [NH2:31][C:15]1[CH:16]=[C:17]([N:20]([CH3:30])[S:21]([C:24]2[CH:29]=[CH:28][CH:27]=[CH:26][CH:25]=2)(=[O:23])=[O:22])[CH:18]=[CH:19][C:14]=1[NH:13][CH:10]1[CH2:11][CH2:12][N:8]([CH2:1][C:2]2[CH:3]=[CH:4][CH:5]=[CH:6][CH:7]=2)[CH2:9]1.